Dataset: Reaction yield outcomes from USPTO patents with 853,638 reactions. Task: Predict the reaction yield, written as a fraction of the theoretical maximum amount of product (1.0 means a 100% yield; for example, 0.34 means a 34% yield). (1) The reactants are [F:1][C:2]1[N:7]=[CH:6][C:5]([NH:8][NH2:9])=[CH:4][CH:3]=1.C(O)(=O)C.[F:14][C:15]([F:28])([F:27])[C:16](=[O:26])[CH2:17][C:18]([C:20]1[CH:21]=[N:22][CH:23]=[CH:24][CH:25]=1)=O. The catalyst is C(O)C. The product is [F:1][C:2]1[N:7]=[CH:6][C:5]([N:8]2[C:16]([C:15]([F:14])([F:28])[F:27])([OH:26])[CH2:17][C:18]([C:20]3[CH:21]=[N:22][CH:23]=[CH:24][CH:25]=3)=[N:9]2)=[CH:4][CH:3]=1. The yield is 0.420. (2) The reactants are [OH:1][C:2]1([C@H:16]2[CH2:21][CH2:20][CH2:19][CH2:18][N:17]2[C:22]([O:24][C:25]([CH3:28])([CH3:27])[CH3:26])=[O:23])[CH2:5][N:4]([C:6]([O:8]CC2C=CC=CC=2)=O)[CH2:3]1.CCN(C(C)C)C(C)C.[F:38][C:39]1[C:40]([NH:49][C:50]2[CH:55]=[CH:54][C:53]([I:56])=[CH:52][C:51]=2[F:57])=[C:41]([CH:45]=[CH:46][C:47]=1[F:48])C(F)=O. The catalyst is [Pd].CO. The product is [F:38][C:39]1[C:40]([NH:49][C:50]2[CH:55]=[CH:54][C:53]([I:56])=[CH:52][C:51]=2[F:57])=[C:41]([C:6]([N:4]2[CH2:5][C:2]([C@H:16]3[CH2:21][CH2:20][CH2:19][CH2:18][N:17]3[C:22]([O:24][C:25]([CH3:28])([CH3:27])[CH3:26])=[O:23])([OH:1])[CH2:3]2)=[O:8])[CH:45]=[CH:46][C:47]=1[F:48]. The yield is 0.740. (3) The reactants are [Cl-].O[NH3+:3].[C:4](=[O:7])([O-])[OH:5].[Na+].CS(C)=O.[F:13][C:14]1[CH:15]=[C:16]([C:42]2[C:43]([C:48]#[N:49])=[CH:44][CH:45]=[CH:46][CH:47]=2)[CH:17]=[CH:18][C:19]=1[CH2:20][N:21]1[C:26](=[O:27])[C:25]([C:28]2[CH:33]=[CH:32][C:31]([O:34][CH:35]([CH3:37])[CH3:36])=[CH:30][CH:29]=2)=[C:24]([CH3:38])[N:23]=[C:22]1[CH2:39][CH2:40][CH3:41]. The catalyst is O. The product is [F:13][C:14]1[CH:15]=[C:16]([C:42]2[CH:47]=[CH:46][CH:45]=[CH:44][C:43]=2[C:48]2[NH:3][C:4](=[O:7])[O:5][N:49]=2)[CH:17]=[CH:18][C:19]=1[CH2:20][N:21]1[C:26](=[O:27])[C:25]([C:28]2[CH:29]=[CH:30][C:31]([O:34][CH:35]([CH3:37])[CH3:36])=[CH:32][CH:33]=2)=[C:24]([CH3:38])[N:23]=[C:22]1[CH2:39][CH2:40][CH3:41]. The yield is 0.720.